From a dataset of Full USPTO retrosynthesis dataset with 1.9M reactions from patents (1976-2016). Predict the reactants needed to synthesize the given product. (1) Given the product [F:17][C:18]1[CH:19]=[C:20]([CH:23]=[CH:24][CH:25]=1)[CH2:21][N:9]1[C:10]2[C:6](=[CH:5][C:4]([N+:1]([O-:3])=[O:2])=[CH:12][CH:11]=2)[CH:7]=[N:8]1, predict the reactants needed to synthesize it. The reactants are: [N+:1]([C:4]1[CH:5]=[C:6]2[C:10](=[C:11]3C=CC=C[C:12]=13)[NH:9][N:8]=[CH:7]2)([O-:3])=[O:2].[F:17][C:18]1[CH:19]=[C:20]([CH:23]=[CH:24][CH:25]=1)[CH2:21]Br.C(=O)([O-])[O-].[K+].[K+]. (2) The reactants are: [C:1]([C:3]1[CH:8]=[C:7]([C:9]([OH:11])=[O:10])[CH:6]=[CH:5][C:4]=1[C:12]1[CH:17]=[CH:16][C:15]([C:18]2[S:19][CH:20]=[CH:21][C:22]=2[NH:23][S:24]([CH:27]([CH3:29])[CH3:28])(=[O:26])=[O:25])=[CH:14][CH:13]=1)#[N:2].[Cl:30]N1C(=O)CCC1=O. Given the product [Cl:30][C:20]1[S:19][C:18]([C:15]2[CH:14]=[CH:13][C:12]([C:4]3[CH:5]=[CH:6][C:7]([C:9]([OH:11])=[O:10])=[CH:8][C:3]=3[C:1]#[N:2])=[CH:17][CH:16]=2)=[C:22]([NH:23][S:24]([CH:27]([CH3:29])[CH3:28])(=[O:26])=[O:25])[CH:21]=1, predict the reactants needed to synthesize it. (3) Given the product [NH2:17][C:13]1[C:12]2[C:8]([C:5]3[CH:6]=[CH:7][C:2]([NH:1][C:20]([NH:19][C:22]4[CH:27]=[CH:26][CH:25]=[C:24]([CH3:28])[CH:23]=4)=[O:21])=[C:3]([F:18])[CH:4]=3)=[CH:9][S:10][C:11]=2[CH:16]=[CH:15][N:14]=1, predict the reactants needed to synthesize it. The reactants are: [NH2:1][C:2]1[CH:7]=[CH:6][C:5]([C:8]2[C:12]3[C:13]([NH2:17])=[N:14][CH:15]=[CH:16][C:11]=3[S:10][CH:9]=2)=[CH:4][C:3]=1[F:18].[N:19]([C:22]1[CH:27]=[CH:26][CH:25]=[C:24]([CH3:28])[CH:23]=1)=[C:20]=[O:21]. (4) Given the product [CH:1]1[C:10]2[C:5](=[CH:6][CH:7]=[CH:8][CH:9]=2)[CH:4]=[C:3]([NH:11][C:12](=[O:41])[O:13][CH2:14][C@@H:15]([N:27]([CH3:40])[C:28]([NH:30][CH2:31][C:32]2[CH:37]=[CH:36][CH:35]=[C:34]([F:38])[C:33]=2[Cl:39])=[O:29])[CH2:16][C:17]2[N:21]3[CH:22]=[CH:23][N:24]=[CH:25][C:20]3=[CH:19][N:18]=2)[N:2]=1, predict the reactants needed to synthesize it. The reactants are: [CH:1]1[C:10]2[C:5](=[CH:6][CH:7]=[CH:8][CH:9]=2)[CH:4]=[C:3]([NH:11][C:12](=[O:41])[O:13][CH2:14][C@@H:15]([N:27]([CH3:40])[C:28]([NH:30][CH2:31][C:32]2[CH:37]=[CH:36][CH:35]=[C:34]([F:38])[C:33]=2[Cl:39])=[O:29])[CH2:16][C:17](=O)[NH:18][CH2:19][C:20]2[CH:25]=[N:24][CH:23]=[CH:22][N:21]=2)[N:2]=1.P(Cl)(Cl)(Cl)=O. (5) Given the product [F:40][C:19]([F:18])([F:39])[C:20]1[CH:25]=[C:24]([C:26]([F:29])([F:27])[F:28])[CH:23]=[CH:22][C:21]=1[C:30]1[CH:34]=[C:33]([C:35]([N:14]2[CH:13]=[C:12]3[N:17]=[C:9]([C:3]4[CH:4]=[CH:5][CH:6]=[C:7]([F:8])[C:2]=4[F:1])[N:10]=[C:11]3[CH:16]=[N:15]2)([CH3:37])[CH3:36])[O:32][N:31]=1, predict the reactants needed to synthesize it. The reactants are: [F:1][C:2]1[C:7]([F:8])=[CH:6][CH:5]=[CH:4][C:3]=1[C:9]1[N:17]=[C:12]2[CH:13]=[N:14][NH:15][CH:16]=[C:11]2[N:10]=1.[F:18][C:19]([F:40])([F:39])[C:20]1[CH:25]=[C:24]([C:26]([F:29])([F:28])[F:27])[CH:23]=[CH:22][C:21]=1[C:30]1[CH:34]=[C:33]([C:35](Cl)([CH3:37])[CH3:36])[O:32][N:31]=1.